Dataset: Reaction yield outcomes from USPTO patents with 853,638 reactions. Task: Predict the reaction yield, written as a fraction of the theoretical maximum amount of product (1.0 means a 100% yield; for example, 0.34 means a 34% yield). (1) The reactants are [Br:1][C:2]1[C:3](F)=[C:4]2[C:10]([NH:11][C:12](=[O:14])[CH3:13])=[CH:9][NH:8][C:5]2=[N:6][CH:7]=1.[NH:16]1[CH2:21][CH2:20][CH2:19][C@@H:18]([NH:22][C:23](=[O:29])[O:24][C:25]([CH3:28])([CH3:27])[CH3:26])[CH2:17]1.CC#N.O. The catalyst is C(O)CCC. The product is [C:12]([NH:11][C:10]1[C:4]2[C:5](=[N:6][CH:7]=[C:2]([Br:1])[C:3]=2[N:16]2[CH2:21][CH2:20][CH2:19][C@@H:18]([NH:22][C:23](=[O:29])[O:24][C:25]([CH3:27])([CH3:26])[CH3:28])[CH2:17]2)[NH:8][CH:9]=1)(=[O:14])[CH3:13]. The yield is 0.770. (2) The reactants are [CH:1]([N:4]1[C:8]([C:9]2[S:10][C:11]3[CH2:12][CH2:13][O:14][C:15]4[CH:22]=[C:21]([CH:23]5[CH2:28][CH2:27][N:26]([C:29]([CH3:33])([CH3:32])[C:30]#[N:31])[CH2:25][CH2:24]5)[CH:20]=[CH:19][C:16]=4[C:17]=3[N:18]=2)=[N:7][CH:6]=[N:5]1)([CH3:3])[CH3:2].S(=O)(=O)(O)[OH:35].C(=O)([O-])[O-].[Na+].[Na+]. The yield is 0.190. No catalyst specified. The product is [CH:1]([N:4]1[C:8]([C:9]2[S:10][C:11]3[CH2:12][CH2:13][O:14][C:15]4[CH:22]=[C:21]([CH:23]5[CH2:28][CH2:27][N:26]([C:29]([CH3:33])([CH3:32])[C:30]([NH2:31])=[O:35])[CH2:25][CH2:24]5)[CH:20]=[CH:19][C:16]=4[C:17]=3[N:18]=2)=[N:7][CH:6]=[N:5]1)([CH3:3])[CH3:2].